From a dataset of Reaction yield outcomes from USPTO patents with 853,638 reactions. Predict the reaction yield, written as a fraction of the theoretical maximum amount of product (1.0 means a 100% yield; for example, 0.34 means a 34% yield). (1) The reactants are [N:1]1([CH2:6][CH2:7][NH2:8])[CH:5]=[CH:4][CH:3]=[CH:2]1.C=O.F[C:12](F)(F)C(O)=O. The catalyst is C(O)C. The product is [CH2:12]1[NH:8][CH2:7][CH2:6][N:1]2[CH:5]=[CH:4][CH:3]=[C:2]12. The yield is 0.727. (2) The reactants are [S:1]1[CH:5]=[CH:4][N:3]=[C:2]1[S:6]([CH2:9][CH:10]1[CH2:13][N:12]([C:14](OC(C)(C)C)=O)[CH2:11]1)(=[O:8])=[O:7].C(O)(C(F)(F)F)=O.[BH3-]C#N.[Na+].[S:32]1[C:36]2[CH:37]=[CH:38][CH:39]=[CH:40][C:35]=2[C:34](C=O)=[N:33]1. The product is [S:1]1[CH:5]=[CH:4][N:3]=[C:2]1[S:6]([CH2:9][CH:10]1[CH2:11][N:12]([CH2:14][C:34]2[C:35]3[CH:40]=[CH:39][CH:38]=[CH:37][C:36]=3[S:32][N:33]=2)[CH2:13]1)(=[O:7])=[O:8]. The yield is 0.290. The catalyst is C(Cl)Cl. (3) The reactants are [C:1]([C:3]1[C:8]([F:9])=[C:7]([F:10])[C:6]([NH:11][S:12]([CH3:15])(=[O:14])=[O:13])=[C:5]([F:16])[C:4]=1[F:17])#[N:2].[ClH:18]. The catalyst is CO.CCOCC.[Pd]. The product is [ClH:18].[F:17][C:4]1[C:5]([F:16])=[C:6]([NH:11][S:12]([CH3:15])(=[O:14])=[O:13])[C:7]([F:10])=[C:8]([F:9])[C:3]=1[CH2:1][NH2:2]. The yield is 0.590. (4) The reactants are [F:1][C:2]([F:20])([F:19])[C:3]1[CH:4]=[C:5]([CH:16]=[CH:17][CH:18]=1)[O:6][C:7]1[CH:12]=[CH:11][C:10]([CH2:13][CH2:14][OH:15])=[CH:9][CH:8]=1.[N:21]#[C:22][NH2:23].[OH:24][S:25]([C:28]([F:31])([F:30])[F:29])(=[O:27])=[O:26].C(O)(C(F)(F)F)=O. The catalyst is C1COCC1. The product is [OH:27][S:25]([C:28]([F:31])([F:30])[F:29])(=[O:26])=[O:24].[C:22](=[NH:21])([O:15][CH2:14][CH2:13][C:10]1[CH:9]=[CH:8][C:7]([O:6][C:5]2[CH:16]=[CH:17][CH:18]=[C:3]([C:2]([F:19])([F:20])[F:1])[CH:4]=2)=[CH:12][CH:11]=1)[NH2:23]. The yield is 0.598. (5) The reactants are [F:1][C:2]1[CH:34]=[CH:33][C:5]([CH2:6][N:7]2[C:16](=[O:17])[C:15]([C:18]3[NH:23][C:22]4[CH:24]=[CH:25][C:26](I)=[CH:27][C:21]=4[S:20](=[O:30])(=[O:29])[N:19]=3)=[C:14]([OH:31])[C@H:13]3[C@@H:8]2[C@H:9]2[CH2:32][C@@H:12]3[CH2:11][CH2:10]2)=[CH:4][CH:3]=1.[CH:35]1([S:38]([NH2:41])(=[O:40])=[O:39])[CH2:37][CH2:36]1.N([CH2:44][C:45](O)=O)C.P([O-])([O-])([O-])=O.[K+].[K+].[K+].[CH3:56]N(C)C=O. The catalyst is [Cu]I. The product is [F:1][C:2]1[CH:34]=[CH:33][C:5]([CH2:6][N:7]2[C:16](=[O:17])[C:15]([C:18]3[NH:23][C:22]4[CH:24]=[CH:25][C:26]([NH:41][S:38]([C:35]5[CH:45]=[CH:44][CH:56]=[CH:36][CH:37]=5)(=[O:40])=[O:39])=[CH:27][C:21]=4[S:20](=[O:30])(=[O:29])[N:19]=3)=[C:14]([OH:31])[C@H:13]3[C@@H:8]2[C@H:9]2[CH2:32][C@@H:12]3[CH2:11][CH2:10]2)=[CH:4][CH:3]=1. The yield is 0.920.